Dataset: Peptide-MHC class II binding affinity with 134,281 pairs from IEDB. Task: Regression. Given a peptide amino acid sequence and an MHC pseudo amino acid sequence, predict their binding affinity value. This is MHC class II binding data. (1) The peptide sequence is TLWQRPLVTIKIGGQLKEAL. The MHC is DRB1_0901 with pseudo-sequence DRB1_0901. The binding affinity (normalized) is 0.402. (2) The peptide sequence is AELMILIATNLLGQN. The MHC is DRB1_0802 with pseudo-sequence DRB1_0802. The binding affinity (normalized) is 0.0797. (3) The peptide sequence is MPRSIGGPVSSHNHI. The MHC is DRB1_0404 with pseudo-sequence DRB1_0404. The binding affinity (normalized) is 0.425. (4) The peptide sequence is KPNDFMPTFAKAMEK. The MHC is DRB1_0401 with pseudo-sequence DRB1_0401. The binding affinity (normalized) is 0.401. (5) The peptide sequence is FQTMPGTFQTTTGEI. The MHC is DRB5_0101 with pseudo-sequence DRB5_0101. The binding affinity (normalized) is 0.268. (6) The peptide sequence is EKKYFNATQFEPLAA. The MHC is DRB1_0101 with pseudo-sequence DRB1_0101. The binding affinity (normalized) is 0.604.